The task is: Predict the reactants needed to synthesize the given product.. This data is from Full USPTO retrosynthesis dataset with 1.9M reactions from patents (1976-2016). (1) Given the product [OH:21][CH:20]([C:19]1[CH:18]=[N:17][C:16]([O:15][CH2:14][CH2:13][C:3]2[N:4]=[C:5]([C:7]3[CH:8]=[CH:9][CH:10]=[CH:11][CH:12]=3)[O:6][C:2]=2[CH3:1])=[CH:23][CH:22]=1)[C:31]1([C:29]([O:28][CH2:26][CH3:27])=[O:30])[CH2:34][CH2:33][CH2:32]1, predict the reactants needed to synthesize it. The reactants are: [CH3:1][C:2]1[O:6][C:5]([C:7]2[CH:12]=[CH:11][CH:10]=[CH:9][CH:8]=2)=[N:4][C:3]=1[CH2:13][CH2:14][O:15][C:16]1[CH:23]=[CH:22][C:19]([CH:20]=[O:21])=[CH:18][N:17]=1.[I-].[Li+].[CH2:26]([O:28][C:29]([C:31]1(Br)[CH2:34][CH2:33][CH2:32]1)=[O:30])[CH3:27]. (2) Given the product [Cl:10][C:11]1[C:16]2[O:17][C:18]3[CH2:23][CH2:22][N:21]([CH2:24][C:25]4[CH:30]=[CH:29][C:28]([O:31][CH3:32])=[CH:27][CH:26]=4)[CH:20]([CH2:33][F:7])[C:19]=3[C:15]=2[CH:14]=[C:13]([S:35]([C:38]2[CH:43]=[CH:42][CH:41]=[CH:40][CH:39]=2)(=[O:37])=[O:36])[CH:12]=1, predict the reactants needed to synthesize it. The reactants are: CCN(S(F)(F)[F:7])CC.[Cl:10][C:11]1[C:16]2[O:17][C:18]3[CH2:23][CH2:22][N:21]([CH2:24][C:25]4[CH:30]=[CH:29][C:28]([O:31][CH3:32])=[CH:27][CH:26]=4)[CH:20]([CH2:33]O)[C:19]=3[C:15]=2[CH:14]=[C:13]([S:35]([C:38]2[CH:43]=[CH:42][CH:41]=[CH:40][CH:39]=2)(=[O:37])=[O:36])[CH:12]=1. (3) Given the product [CH2:34]([O:41][N:42]=[C:17]1[CH2:18][CH2:19][C:14]([C:12]2[S:11][C:10]([C:21]([OH:23])=[O:22])=[C:9]([N:8]([C@H:5]3[CH2:6][CH2:7][C@H:2]([OH:1])[CH2:3][CH2:4]3)[C:24]([C@H:26]3[CH2:27][CH2:28][C@H:29]([CH3:32])[CH2:30][CH2:31]3)=[O:25])[CH:13]=2)=[CH:15][CH2:16]1)[C:35]1[CH:40]=[CH:39][CH:38]=[CH:37][CH:36]=1, predict the reactants needed to synthesize it. The reactants are: [OH:1][C@H:2]1[CH2:7][CH2:6][C@H:5]([N:8]([C:24]([C@H:26]2[CH2:31][CH2:30][C@H:29]([CH3:32])[CH2:28][CH2:27]2)=[O:25])[C:9]2[CH:13]=[C:12]([C:14]3[CH2:19][CH2:18][C:17](=O)[CH2:16][CH:15]=3)[S:11][C:10]=2[C:21]([OH:23])=[O:22])[CH2:4][CH2:3]1.Cl.[CH2:34]([O:41][NH2:42])[C:35]1[CH:40]=[CH:39][CH:38]=[CH:37][CH:36]=1.C([O-])(=O)C.[Na+]. (4) Given the product [C:1]([O:5][C:6](=[O:15])[NH:7][C:8]1[CH:9]=[CH:10][C:11]([NH:14][C:17]([C:18]#[N:19])([CH3:21])[CH3:16])=[CH:12][CH:13]=1)([CH3:4])([CH3:2])[CH3:3], predict the reactants needed to synthesize it. The reactants are: [C:1]([O:5][C:6](=[O:15])[NH:7][C:8]1[CH:13]=[CH:12][C:11]([NH2:14])=[CH:10][CH:9]=1)([CH3:4])([CH3:3])[CH3:2].[CH3:16][C:17]([CH3:21])(O)[C:18]#[N:19].[O-]S([O-])(=O)=O.[Mg+2]. (5) Given the product [CH:42]([OH:44])=[O:43].[CH:42]([OH:44])=[O:43].[Cl:26][C:22]1[CH:21]=[C:20]([N:19]2[C:15]([C:11]3[CH:12]=[CH:13][CH:14]=[C:9]([O:8][CH2:7][CH2:6][N:39]4[CH2:40][CH2:41][N:36]([CH3:35])[CH2:37][CH2:38]4)[CH:10]=3)=[CH:16][C:17]([C:27]([N:29]3[CH2:33][C:32](=[O:34])[NH:31][CH2:30]3)=[O:28])=[N:18]2)[CH:25]=[CH:24][CH:23]=1, predict the reactants needed to synthesize it. The reactants are: CS(O[CH2:6][CH2:7][O:8][C:9]1[CH:14]=[CH:13][CH:12]=[C:11]([C:15]2[N:19]([C:20]3[CH:25]=[CH:24][CH:23]=[C:22]([Cl:26])[CH:21]=3)[N:18]=[C:17]([C:27]([N:29]3[CH2:33][C:32](=[O:34])[NH:31][CH2:30]3)=[O:28])[CH:16]=2)[CH:10]=1)(=O)=O.[CH3:35][N:36]1[CH2:41][CH2:40][NH:39][CH2:38][CH2:37]1.[CH:42]([OH:44])=[O:43].ClC1C=C(N2C(C3C=CC=C(OCCCN(C)C)C=3)=CC(C(N3CC(=O)NC3)=O)=N2)C=CC=1.